Dataset: Catalyst prediction with 721,799 reactions and 888 catalyst types from USPTO. Task: Predict which catalyst facilitates the given reaction. (1) Reactant: C[C:2]([CH3:5])([O-])C.[K+].[CH2:7](I)[CH3:8].[C:10]([CH2:12][C:13]1[CH:22]=[CH:21][C:16]([C:17]([O:19][CH3:20])=[O:18])=[CH:15][CH:14]=1)#[N:11]. Product: [C:10]([C:12]([C:13]1[CH:22]=[CH:21][C:16]([C:17]([O:19][CH3:20])=[O:18])=[CH:15][CH:14]=1)([CH2:2][CH3:5])[CH2:7][CH3:8])#[N:11]. The catalyst class is: 1. (2) Reactant: [Cl:1][C:2]1[CH:3]=[C:4]([CH2:31][C:32]([O:34][CH2:35][CH3:36])=[O:33])[CH:5]=[CH:6][C:7]=1[N:8]1[C:16](=[O:17])[C:15]2[C:14]([O:18][CH2:19][CH3:20])=[C:13]3[CH:21]=[CH:22][CH:23]=[CH:24][C:12]3=[C:11]([O:25][CH2:26][CH:27]([F:29])[F:28])[C:10]=2[CH:9]1O.[Cl:37][C:38]1[CH:39]=[C:40]([CH2:67][C:68]([O:70][CH2:71][CH3:72])=[O:69])[CH:41]=[CH:42][C:43]=1[N:44]1[CH:52](O)[C:51]2[C:50]([O:54][CH2:55][CH3:56])=[C:49]3[CH:57]=[CH:58][CH:59]=[CH:60][C:48]3=[C:47]([O:61][CH2:62][CH:63]([F:65])[F:64])[C:46]=2[C:45]1=[O:66].C([SiH](CC)CC)C. Product: [Cl:1][C:2]1[CH:3]=[C:4]([CH2:31][C:32]([O:34][CH2:35][CH3:36])=[O:33])[CH:5]=[CH:6][C:7]=1[N:8]1[C:16](=[O:17])[C:15]2[C:14]([O:18][CH2:19][CH3:20])=[C:13]3[CH:21]=[CH:22][CH:23]=[CH:24][C:12]3=[C:11]([O:25][CH2:26][CH:27]([F:29])[F:28])[C:10]=2[CH2:9]1.[Cl:37][C:38]1[CH:39]=[C:40]([CH2:67][C:68]([O:70][CH2:71][CH3:72])=[O:69])[CH:41]=[CH:42][C:43]=1[N:44]1[C:45](=[O:66])[C:46]2[C:47]([O:61][CH2:62][CH:63]([F:65])[F:64])=[C:48]3[CH:60]=[CH:59][CH:58]=[CH:57][C:49]3=[C:50]([O:54][CH2:55][CH3:56])[C:51]=2[CH2:52]1. The catalyst class is: 55.